From a dataset of Full USPTO retrosynthesis dataset with 1.9M reactions from patents (1976-2016). Predict the reactants needed to synthesize the given product. (1) Given the product [NH2:8][C:6]1[CH:5]=[CH:4][C:3]([N:11]2[CH2:16][CH2:15][CH2:14][CH:13]([CH2:17][C:18]([N:20]3[CH:21]4[CH2:27][CH2:26][CH:25]3[CH2:24][CH:23]([OH:28])[CH2:22]4)=[O:19])[CH2:12]2)=[C:2]([F:1])[CH:7]=1, predict the reactants needed to synthesize it. The reactants are: [F:1][C:2]1[CH:7]=[C:6]([N+:8]([O-])=O)[CH:5]=[CH:4][C:3]=1[N:11]1[CH2:16][CH2:15][CH2:14][CH:13]([CH2:17][C:18]([N:20]2[CH:25]3[CH2:26][CH2:27][CH:21]2[CH2:22][CH:23]([OH:28])[CH2:24]3)=[O:19])[CH2:12]1. (2) Given the product [F:1][C:2]1[CH:3]=[C:4]([CH:15]=[CH:16][CH:17]=1)[CH2:5][O:6][C:7]1[CH:12]=[CH:11][C:10]([NH:13][C:19]2[C:28]3[C:23](=[CH:24][CH:25]=[C:26]([I:29])[CH:27]=3)[N:22]=[CH:21][N:20]=2)=[CH:9][C:8]=1[Br:14], predict the reactants needed to synthesize it. The reactants are: [F:1][C:2]1[CH:3]=[C:4]([CH:15]=[CH:16][CH:17]=1)[CH2:5][O:6][C:7]1[CH:12]=[CH:11][C:10]([NH2:13])=[CH:9][C:8]=1[Br:14].Cl[C:19]1[C:28]2[C:23](=[CH:24][CH:25]=[C:26]([I:29])[CH:27]=2)[N:22]=[CH:21][N:20]=1. (3) Given the product [Cl:23][C:17]1[CH:16]=[C:15]([NH:14][C:12]2[N:11]=[C:10]([NH:24][CH:25]3[CH2:31][CH2:30][CH2:29][CH2:28][CH2:27][CH2:26]3)[N:9]=[C:8]([O:4][CH:1]([CH3:3])[CH3:2])[N:13]=2)[CH:20]=[CH:19][C:18]=1[O:21][CH3:22], predict the reactants needed to synthesize it. The reactants are: [CH:1]([OH:4])([CH3:3])[CH3:2].[OH-].[Na+].Cl[C:8]1[N:13]=[C:12]([NH:14][C:15]2[CH:20]=[CH:19][C:18]([O:21][CH3:22])=[C:17]([Cl:23])[CH:16]=2)[N:11]=[C:10]([NH:24][CH:25]2[CH2:31][CH2:30][CH2:29][CH2:28][CH2:27][CH2:26]2)[N:9]=1.